Dataset: HIV replication inhibition screening data with 41,000+ compounds from the AIDS Antiviral Screen. Task: Binary Classification. Given a drug SMILES string, predict its activity (active/inactive) in a high-throughput screening assay against a specified biological target. (1) The drug is Cc1ccc(S(=O)(=O)N2CCC3(C(C=Cc4ccccc4)=Nc4ccccc43)C2c2ccccc2)cc1. The result is 0 (inactive). (2) The compound is Oc1ccc(O)c(-n2cccn2)c1-n1cccn1. The result is 1 (active). (3) The molecule is Cc1ccc(C)c(N2C(=O)C(=O)c3c(C)ccc(C)c32)c1. The result is 0 (inactive). (4) The drug is Cc1ccc(N=NN(C)C)cc1NC(=O)NCC(=O)OC(C)(C)C. The result is 0 (inactive). (5) The drug is CCN(CC)Cc1c(C=Cc2cc(OC)c(OC)c(OC)c2)ccc(OC)c1O.Cl. The result is 0 (inactive). (6) The drug is CC(=O)NS(=O)(=O)c1ccc(NCc2cccc3c(=O)c4ccc(Cl)cc4oc23)cc1. The result is 0 (inactive). (7) The compound is CCCC(=NNC(=O)c1cc2ccccc2cc1O)C(CC)C(=O)CCC(=O)N(Cc1ccccc1)Cc1ccccc1. The result is 0 (inactive).